Dataset: Reaction yield outcomes from USPTO patents with 853,638 reactions. Task: Predict the reaction yield, written as a fraction of the theoretical maximum amount of product (1.0 means a 100% yield; for example, 0.34 means a 34% yield). (1) The reactants are [NH2:1][C:2]1[C:3]([CH3:13])=[C:4]([CH:9]=[C:10]([Br:12])[CH:11]=1)[C:5]([O:7][CH3:8])=[O:6].[C:14]([OH:17])(=O)[CH3:15].C(O[BH-](O[C:28](=O)[CH3:29])OC(=O)C)(=O)C.[Na+].[C:32](=O)(O)[O-].[Na+]. The catalyst is ClC(Cl)C. The product is [Br:12][C:10]1[CH:11]=[C:2]([NH:1][CH:32]2[CH2:15][CH2:14][O:17][CH2:29][CH2:28]2)[C:3]([CH3:13])=[C:4]([CH:9]=1)[C:5]([O:7][CH3:8])=[O:6]. The yield is 0.690. (2) The reactants are FC(F)(F)C([NH:5][C:6]1[CH:7]=[C:8]([CH:13]=[CH:14][C:15]=1[C:16]1[O:20][N:19]=[C:18]([C:21]2[CH:26]=[CH:25][C:24]([C:27]([F:30])([F:29])[F:28])=[CH:23][CH:22]=2)[N:17]=1)[C:9]([O:11]C)=[O:10])=O.[OH-].[Na+].Cl. The catalyst is O1CCCC1. The product is [NH2:5][C:6]1[CH:7]=[C:8]([CH:13]=[CH:14][C:15]=1[C:16]1[O:20][N:19]=[C:18]([C:21]2[CH:26]=[CH:25][C:24]([C:27]([F:30])([F:29])[F:28])=[CH:23][CH:22]=2)[N:17]=1)[C:9]([OH:11])=[O:10]. The yield is 0.970. (3) The reactants are C([O:8][C:9]1[C:10]([O:25][CH3:26])=[CH:11][C:12]2[C:18](=[O:19])[N:17]3[CH2:20][CH2:21][CH2:22][CH2:23][C@@H:16]3[CH:15]=[N:14][C:13]=2[CH:24]=1)C1C=CC=CC=1. The yield is 0.700. The product is [OH:8][C:9]1[C:10]([O:25][CH3:26])=[CH:11][C:12]2[C:18](=[O:19])[N:17]3[CH2:20][CH2:21][CH2:22][CH2:23][C@@H:16]3[CH:15]=[N:14][C:13]=2[CH:24]=1. The catalyst is C(Cl)Cl.C([O-])(O)=O.[Na+]. (4) The reactants are [CH3:1][C:2]1[C:8]([OH:9])=[CH:7][CH:6]=[CH:5][C:3]=1[OH:4].[OH-].[Na+].S(OC)(O[CH3:16])(=O)=O. The catalyst is O. The product is [CH3:1][C:2]1[C:3]([O:4][CH3:16])=[CH:5][CH:6]=[CH:7][C:8]=1[OH:9]. The yield is 0.530. (5) The reactants are [CH2:1]([N:8]1[CH2:13][C:12]([CH3:15])([CH3:14])[O:11][C:10](=[O:16])[CH:9]1[CH2:17][C:18]([OH:20])=O)[C:2]1[CH:7]=[CH:6][CH:5]=[CH:4][CH:3]=1.C(N(C(C)C)CC)(C)C.CN(C(ON1N=NC2C=CC=NC1=2)=[N+](C)C)C.F[P-](F)(F)(F)(F)F.[CH:54]([C:57]1[CH:63]=[CH:62][C:60]([NH2:61])=[CH:59][CH:58]=1)([CH3:56])[CH3:55]. The catalyst is CN(C=O)C. The product is [CH2:1]([N:8]1[CH2:13][C:12]([CH3:14])([CH3:15])[O:11][C:10](=[O:16])[CH:9]1[CH2:17][C:18]([NH:61][C:60]1[CH:62]=[CH:63][C:57]([CH:54]([CH3:56])[CH3:55])=[CH:58][CH:59]=1)=[O:20])[C:2]1[CH:3]=[CH:4][CH:5]=[CH:6][CH:7]=1. The yield is 0.770.